From a dataset of Forward reaction prediction with 1.9M reactions from USPTO patents (1976-2016). Predict the product of the given reaction. Given the reactants C(OC(N1CCC[C@@H]1C(O)=O)=O)(C)(C)C.COC1C=C(C=C(OC)C=1OC)C(O)=O.F[B-](F)(F)F.N1(OC(N(C)C)=[N+](C)C)C2C=CC=CC=2N=N1.C(OC([N:60]1[CH2:64][CH2:63][CH2:62][CH:61]1[CH2:65][CH2:66][N:67]([CH2:82][C:83]([CH3:91])=[CH:84][C:85]1[CH:90]=[CH:89][CH:88]=[CH:87][CH:86]=1)[C:68](=[O:81])[C:69]1[CH:74]=[C:73]([O:75][CH3:76])[C:72]([O:77][CH3:78])=[C:71]([O:79][CH3:80])[CH:70]=1)=O)(C)(C)C, predict the reaction product. The product is: [CH3:80][O:79][C:71]1[CH:70]=[C:69]([CH:74]=[C:73]([O:75][CH3:76])[C:72]=1[O:77][CH3:78])[C:68]([N:67]([CH2:82][C:83]([CH3:91])=[CH:84][C:85]1[CH:86]=[CH:87][CH:88]=[CH:89][CH:90]=1)[CH2:66][CH2:65][C@H:61]1[CH2:62][CH2:63][CH2:64][NH:60]1)=[O:81].